This data is from Forward reaction prediction with 1.9M reactions from USPTO patents (1976-2016). The task is: Predict the product of the given reaction. (1) Given the reactants [NH2:1][C@H:2]1[CH2:7][CH2:6][C@H:5]([NH2:8])[CH2:4][CH2:3]1.[Cl:9][C:10]1[N:18]=[C:17]2[C:13]([N:14]=[CH:15][N:16]2[CH:19]2[CH2:23][CH2:22][CH2:21][CH2:20]2)=[C:12]([NH:24][C:25]2[CH:30]=[CH:29][C:28]([S:31]([NH2:34])(=[O:33])=[O:32])=[CH:27][CH:26]=2)[N:11]=1, predict the reaction product. The product is: [ClH:9].[ClH:9].[NH2:1][C@H:2]1[CH2:7][CH2:6][C@H:5]([NH:8][C:10]2[N:18]=[C:17]3[C:13]([N:14]=[CH:15][N:16]3[CH:19]3[CH2:20][CH2:21][CH2:22][CH2:23]3)=[C:12]([NH:24][C:25]3[CH:30]=[CH:29][C:28]([S:31]([NH2:34])(=[O:33])=[O:32])=[CH:27][CH:26]=3)[N:11]=2)[CH2:4][CH2:3]1. (2) Given the reactants [C:1]([O:5][C:6](=[O:9])[CH2:7]Br)([CH3:4])([CH3:3])[CH3:2].[C:10]([O:14][C:15](=[O:44])[NH:16][C:17]([C:19]1[S:20][C:21]([S:42][CH3:43])=[C:22]([S:24]([C:27]2[CH:28]=[C:29]([C:33]3[C:38]([CH3:39])=[CH:37][C:36]([OH:40])=[CH:35][C:34]=3[CH3:41])[CH:30]=[CH:31][CH:32]=2)(=[O:26])=[O:25])[CH:23]=1)=[NH:18])([CH3:13])([CH3:12])[CH3:11].C(=O)([O-])[O-].[K+].[K+], predict the reaction product. The product is: [C:1]([O:5][C:6](=[O:9])[CH2:7][O:40][C:36]1[CH:35]=[C:34]([CH3:41])[C:33]([C:29]2[CH:30]=[CH:31][CH:32]=[C:27]([S:24]([C:22]3[CH:23]=[C:19]([C:17]([NH:16][C:15]([O:14][C:10]([CH3:12])([CH3:13])[CH3:11])=[O:44])=[NH:18])[S:20][C:21]=3[S:42][CH3:43])(=[O:26])=[O:25])[CH:28]=2)=[C:38]([CH3:39])[CH:37]=1)([CH3:4])([CH3:3])[CH3:2]. (3) Given the reactants [CH3:1][C@H:2]1[CH2:7][O:6][CH2:5][CH2:4][NH:3]1.[F:8][C:9]1[CH:10]=[C:11]([NH:16][CH:17]([C:19]2[CH:20]=[C:21]([C:34]([O:36][CH3:37])=[O:35])[CH:22]=[C:23]3[C:28]=2[O:27][C:26](S(CC)=O)=[CH:25][C:24]3=[O:33])[CH3:18])[CH:12]=[C:13]([F:15])[CH:14]=1.C(N(C(C)C)C(C)C)C, predict the reaction product. The product is: [F:8][C:9]1[CH:10]=[C:11]([NH:16][CH:17]([C:19]2[CH:20]=[C:21]([C:34]([O:36][CH3:37])=[O:35])[CH:22]=[C:23]3[C:28]=2[O:27][C:26]([N:3]2[CH2:4][CH2:5][O:6][CH2:7][C@@H:2]2[CH3:1])=[CH:25][C:24]3=[O:33])[CH3:18])[CH:12]=[C:13]([F:15])[CH:14]=1. (4) Given the reactants [C:1]([O:5][C:6](=[O:36])[N:7]=[C:8]1[N:12]([CH2:13][C:14]2[CH:19]=[CH:18][CH:17]=[CH:16][C:15]=2Br)[C:11]2[CH:21]=[CH:22][CH:23]=[CH:24][C:10]=2[N:9]1[CH2:25][CH2:26][CH2:27][O:28][C:29]1[CH:34]=[CH:33][C:32]([F:35])=[CH:31][CH:30]=1)([CH3:4])([CH3:3])[CH3:2].[C:37]1([C:50]2[CH:55]=[CH:54][CH:53]=[CH:52][CH:51]=2)[CH:42]=[CH:41][CH:40]=[CH:39][C:38]=1[CH2:43][N:44]1[CH2:49][CH2:48][NH:47][CH2:46][CH2:45]1.C([O-])([O-])=O.[Cs+].[Cs+], predict the reaction product. The product is: [C:1]([O:5][C:6](=[O:36])[N:7]=[C:8]1[N:12]([CH2:13][C:14]2[CH:19]=[CH:18][CH:17]=[CH:16][C:15]=2[N:47]2[CH2:48][CH2:49][N:44]([CH2:43][C:38]3[CH:39]=[CH:40][CH:41]=[CH:42][C:37]=3[C:50]3[CH:55]=[CH:54][CH:53]=[CH:52][CH:51]=3)[CH2:45][CH2:46]2)[C:11]2[CH:21]=[CH:22][CH:23]=[CH:24][C:10]=2[N:9]1[CH2:25][CH2:26][CH2:27][O:28][C:29]1[CH:34]=[CH:33][C:32]([F:35])=[CH:31][CH:30]=1)([CH3:4])([CH3:3])[CH3:2].